Dataset: Forward reaction prediction with 1.9M reactions from USPTO patents (1976-2016). Task: Predict the product of the given reaction. (1) Given the reactants [H-].[Na+].[CH:3]1([CH2:8][OH:9])[CH2:7][CH2:6][CH2:5][CH2:4]1.[F:10][C:11]1[CH:18]=[CH:17][CH:16]=[C:15](F)[C:12]=1[C:13]#[N:14].O, predict the reaction product. The product is: [F:10][C:11]1[CH:18]=[CH:17][CH:16]=[C:15]([O:9][CH2:8][CH:3]2[CH2:7][CH2:6][CH2:5][CH2:4]2)[C:12]=1[C:13]#[N:14]. (2) Given the reactants O=[C:2]1[CH2:7][CH2:6][N:5]([C:8]([O:10][C:11]([CH3:14])([CH3:13])[CH3:12])=[O:9])[CH2:4][CH2:3]1.[CH:15]1([CH2:18][NH2:19])[CH2:17][CH2:16]1.C([O-])(=O)C.[Na+].C(O)(=O)C.C(O[BH-](OC(=O)C)OC(=O)C)(=O)C.[Na+], predict the reaction product. The product is: [CH:15]1([CH2:18][NH:19][CH:2]2[CH2:7][CH2:6][N:5]([C:8]([O:10][C:11]([CH3:14])([CH3:13])[CH3:12])=[O:9])[CH2:4][CH2:3]2)[CH2:17][CH2:16]1.